This data is from Catalyst prediction with 721,799 reactions and 888 catalyst types from USPTO. The task is: Predict which catalyst facilitates the given reaction. (1) Reactant: [C:1]([O:5][C:6]([N:8]1[CH2:13][CH2:12][N:11]([C:14]2[CH:19]=[CH:18][C:17]([NH:20][C:21]3[C:22]4[N:23]([CH:34]=[CH:35][N:36]=4)[CH:24]=[C:25]([C:27]4[CH:32]=[CH:31][CH:30]=[C:29]([NH2:33])[CH:28]=4)[N:26]=3)=[CH:16][CH:15]=2)[CH2:10][CH2:9]1)=[O:7])([CH3:4])([CH3:3])[CH3:2].C(N(CC)CC)C.[C:44]([C:48]1[CH:56]=[CH:55][C:51]([C:52](Cl)=[O:53])=[CH:50][CH:49]=1)([CH3:47])([CH3:46])[CH3:45].O. Product: [C:1]([O:5][C:6]([N:8]1[CH2:13][CH2:12][N:11]([C:14]2[CH:19]=[CH:18][C:17]([NH:20][C:21]3[C:22]4[N:23]([CH:34]=[CH:35][N:36]=4)[CH:24]=[C:25]([C:27]4[CH:32]=[CH:31][CH:30]=[C:29]([NH:33][C:52](=[O:53])[C:51]5[CH:55]=[CH:56][C:48]([C:44]([CH3:46])([CH3:45])[CH3:47])=[CH:49][CH:50]=5)[CH:28]=4)[N:26]=3)=[CH:16][CH:15]=2)[CH2:10][CH2:9]1)=[O:7])([CH3:4])([CH3:2])[CH3:3]. The catalyst class is: 7. (2) Reactant: [CH:1](=[O:19])[CH2:2][CH2:3][CH2:4][CH2:5][CH2:6][CH2:7][CH2:8][CH2:9][CH2:10][CH2:11][CH2:12][CH2:13][CH2:14][CH2:15][CH2:16][CH2:17][CH3:18].[N+:20]([CH3:23])([O-:22])=[O:21]. Product: [N+:20]([CH2:23][CH:1]([OH:19])[CH2:2][CH2:3][CH2:4][CH2:5][CH2:6][CH2:7][CH2:8][CH2:9][CH2:10][CH2:11][CH2:12][CH2:13][CH2:14][CH2:15][CH2:16][CH2:17][CH3:18])([O-:22])=[O:21]. The catalyst class is: 28. (3) Reactant: [CH3:1][C:2]([O:5][C:6]([N:8]1[CH2:12][C@@H:11]([CH:13]2[CH2:18][CH2:17][N:16]([S:19]([CH3:22])(=[O:21])=[O:20])[CH2:15][CH2:14]2)[CH2:10][C@H:9]1[C:23]([O:25]C)=[O:24])=[O:7])([CH3:4])[CH3:3].[OH-].[Li+]. Product: [CH3:4][C:2]([O:5][C:6]([N:8]1[CH2:12][C@@H:11]([CH:13]2[CH2:18][CH2:17][N:16]([S:19]([CH3:22])(=[O:20])=[O:21])[CH2:15][CH2:14]2)[CH2:10][C@H:9]1[C:23]([OH:25])=[O:24])=[O:7])([CH3:1])[CH3:3]. The catalyst class is: 30.